This data is from Full USPTO retrosynthesis dataset with 1.9M reactions from patents (1976-2016). The task is: Predict the reactants needed to synthesize the given product. (1) Given the product [Br:1][C:2]1[CH:3]=[CH:4][C:5]([O:10][Si:25]([CH:32]([CH3:34])[CH3:33])([CH:29]([CH3:31])[CH3:30])[CH:26]([CH3:28])[CH3:27])=[C:6]([CH:9]=1)[CH:7]=[O:8], predict the reactants needed to synthesize it. The reactants are: [Br:1][C:2]1[CH:9]=[C:6]([CH:7]=[O:8])[C:5]([OH:10])=[CH:4][CH:3]=1.N1C(C)=CC=CC=1C.FC(F)(F)S(O[Si:25]([CH:32]([CH3:34])[CH3:33])([CH:29]([CH3:31])[CH3:30])[CH:26]([CH3:28])[CH3:27])(=O)=O.C(=O)([O-])O.[Na+]. (2) Given the product [F:10][C:7]1[CH:8]=[CH:9][C:4]([CH2:3][CH2:2][N:14]2[CH2:15][CH2:16][NH:11][C:12](=[O:17])[CH2:13]2)=[N:5][CH:6]=1, predict the reactants needed to synthesize it. The reactants are: Cl[CH2:2][CH2:3][C:4]1[CH:9]=[CH:8][C:7]([F:10])=[CH:6][N:5]=1.[NH:11]1[CH2:16][CH2:15][NH:14][CH2:13][C:12]1=[O:17]. (3) Given the product [NH:1]1[C:9]2[C:4](=[CH:5][CH:6]=[CH:7][CH:8]=2)[C:3]([CH2:10][CH:11]([NH2:12])[C:14]2[CH:15]=[CH:16][CH:17]=[CH:18][CH:19]=2)=[CH:2]1, predict the reactants needed to synthesize it. The reactants are: [NH:1]1[C:9]2[C:4](=[CH:5][CH:6]=[CH:7][CH:8]=2)[C:3]([CH2:10][C:11]([C:14]2[CH:19]=[CH:18][CH:17]=[CH:16][CH:15]=2)=[N:12]O)=[CH:2]1.[Na].O. (4) Given the product [Br:1][CH2:4][C:3]([C:6]1[CH:7]=[C:8]([C:24]([NH:26][CH2:27][C:28]2[CH:33]=[CH:32][C:31]([S:34]([CH3:37])(=[O:36])=[O:35])=[CH:30][CH:29]=2)=[O:25])[C:9](=[O:23])[N:10]([C:13]2[CH:18]=[CH:17][CH:16]=[C:15]([C:19]([F:22])([F:21])[F:20])[CH:14]=2)[C:11]=1[CH3:12])=[O:5], predict the reactants needed to synthesize it. The reactants are: [Br:1]Br.[C:3]([C:6]1[CH:7]=[C:8]([C:24]([NH:26][CH2:27][C:28]2[CH:33]=[CH:32][C:31]([S:34]([CH3:37])(=[O:36])=[O:35])=[CH:30][CH:29]=2)=[O:25])[C:9](=[O:23])[N:10]([C:13]2[CH:18]=[CH:17][CH:16]=[C:15]([C:19]([F:22])([F:21])[F:20])[CH:14]=2)[C:11]=1[CH3:12])(=[O:5])[CH3:4].